This data is from Reaction yield outcomes from USPTO patents with 853,638 reactions. The task is: Predict the reaction yield, written as a fraction of the theoretical maximum amount of product (1.0 means a 100% yield; for example, 0.34 means a 34% yield). (1) The reactants are [CH3:1][C:2]1[CH:3]=[CH:4][C:5]([NH:21][C:22]([C:24]2[CH:25]=[CH:26][C:27]([CH2:30][N:31]3[CH2:36][CH2:35][N:34]([CH3:37])[CH2:33][CH2:32]3)=[CH:28][CH:29]=2)=[O:23])=[CH:6][C:7]=1[NH:8][C:9]1[N:10]=[CH:11][CH:12]=[C:13]([C:15]2[CH:16]=[CH:17][CH:18]=[N:19][CH:20]=2)[N:14]=1.O.[CH3:39][S:40]([OH:43])(=[O:42])=[O:41]. The catalyst is C(O)(C)C. The product is [CH3:1][C:2]1[CH:3]=[CH:4][C:5]([NH:21][C:22]([C:24]2[CH:29]=[CH:28][C:27]([CH2:30][N:31]3[CH2:32][CH2:33][N:34]([CH3:37])[CH2:35][CH2:36]3)=[CH:26][CH:25]=2)=[O:23])=[CH:6][C:7]=1[NH:8][C:9]1[N:10]=[CH:11][CH:12]=[C:13]([C:15]2[CH:16]=[CH:17][CH:18]=[N:19][CH:20]=2)[N:14]=1.[CH3:39][S:40]([OH:43])(=[O:42])=[O:41]. The yield is 0.882. (2) The yield is 0.570. The product is [OH:1][CH:2]1[C:10]([CH3:11])([CH3:12])[CH2:9][C:8]2[N:7]([C:17]3[CH:22]=[C:21]([I:23])[CH:20]=[CH:19][N:18]=3)[N:6]=[C:5]([C:13]([OH:15])=[O:14])[C:4]=2[CH2:3]1. No catalyst specified. The reactants are [OH:1][CH:2]1[C:10]([CH3:12])([CH3:11])[CH2:9][C:8]2[NH:7][N:6]=[C:5]([C:13]([OH:15])=[O:14])[C:4]=2[CH2:3]1.F[C:17]1[CH:22]=[C:21]([I:23])[CH:20]=[CH:19][N:18]=1. (3) The reactants are [CH2:1]([O:8][C:9]1[CH:14]=[CH:13][N:12]([C:15]2[CH:16]=[N:17][C:18](Cl)=[CH:19][CH:20]=2)[C:11](=[O:22])[CH:10]=1)[C:2]1[CH:7]=[CH:6][CH:5]=[CH:4][CH:3]=1.[CH3:23][N:24]1[CH2:29][CH2:28][NH:27][CH2:26][CH2:25]1.[F-].[Cs+].C(OCC)(=O)C. The catalyst is CS(C)=O.O. The product is [CH2:1]([O:8][C:9]1[CH:14]=[CH:13][N:12]([C:15]2[CH:16]=[N:17][C:18]([N:27]3[CH2:28][CH2:29][N:24]([CH3:23])[CH2:25][CH2:26]3)=[CH:19][CH:20]=2)[C:11](=[O:22])[CH:10]=1)[C:2]1[CH:7]=[CH:6][CH:5]=[CH:4][CH:3]=1. The yield is 0.420. (4) The reactants are C([O:3][C:4]([C@@H:6]1[C@@H:8]([C:9](=[O:34])[NH:10][C@@H:11]([CH2:28][C:29]2[N:30]=[CH:31][S:32][CH:33]=2)[C:12]([NH:14][CH2:15][C:16]2[N:17]=[N:18][N:19]([C:21]3[CH:26]=[CH:25][C:24]([Br:27])=[CH:23][CH:22]=3)[CH:20]=2)=[O:13])[O:7]1)=[O:5])C.[Li+].[OH-]. No catalyst specified. The product is [Br:27][C:24]1[CH:23]=[CH:22][C:21]([N:19]2[CH:20]=[C:16]([CH2:15][NH:14][C:12](=[O:13])[C@@H:11]([NH:10][C:9]([C@H:8]3[O:7][C@@H:6]3[C:4]([OH:5])=[O:3])=[O:34])[CH2:28][C:29]3[N:30]=[CH:31][S:32][CH:33]=3)[N:17]=[N:18]2)=[CH:26][CH:25]=1. The yield is 0.759. (5) The reactants are [Cl:1][C:2]1[CH:29]=[CH:28][C:5]([CH2:6][N:7]2[C:12](=[O:13])[C:11]([C:14]([OH:16])=[O:15])=[N:10][N:9]([C:17]3[CH:22]=[CH:21][CH:20]=[C:19]([NH:23][C:24](=[O:26])[CH3:25])[CH:18]=3)[C:8]2=[O:27])=[CH:4][CH:3]=1.[CH3:30][Si](C=[N+]=[N-])(C)C. The catalyst is CO.C([O-])(O)=O.[Na+]. The product is [Cl:1][C:2]1[CH:29]=[CH:28][C:5]([CH2:6][N:7]2[C:12](=[O:13])[C:11]([C:14]([O:16][CH3:30])=[O:15])=[N:10][N:9]([C:17]3[CH:22]=[CH:21][CH:20]=[C:19]([NH:23][C:24](=[O:26])[CH3:25])[CH:18]=3)[C:8]2=[O:27])=[CH:4][CH:3]=1. The yield is 0.420.